Dataset: Reaction yield outcomes from USPTO patents with 853,638 reactions. Task: Predict the reaction yield, written as a fraction of the theoretical maximum amount of product (1.0 means a 100% yield; for example, 0.34 means a 34% yield). (1) The reactants are [S:1]1([C:12]2[C:7](=[CH:8][CH:9]=[CH:10][CH:11]=2)[C:5](=[O:6])[NH:4]1)(=[O:3])=[O:2].[H-].[Na+].Br[CH2:16][CH2:17][CH2:18][CH2:19][O:20][C:21]1[CH:26]=[CH:25][CH:24]=[C:23]([CH3:27])[CH:22]=1. The catalyst is CN(C=O)C. The product is [CH3:27][C:23]1[CH:22]=[C:21]([CH:26]=[CH:25][CH:24]=1)[O:20][CH2:19][CH2:18][CH2:17][CH2:16][N:4]1[C:5](=[O:6])[C:7]2[C:12](=[CH:11][CH:10]=[CH:9][CH:8]=2)[S:1]1(=[O:2])=[O:3]. The yield is 0.550. (2) The reactants are C([O:4][CH2:5][C@H:6]([N:13]([CH2:24][C:25]1[CH:34]=[CH:33][C:28]([C:29]([O:31][CH3:32])=[O:30])=[CH:27][CH:26]=1)[S:14]([C:17]1[CH:22]=[CH:21][C:20]([Cl:23])=[CH:19][CH:18]=1)(=[O:16])=[O:15])[C:7]1[CH:12]=[CH:11][CH:10]=[CH:9][CH:8]=1)(=O)C.C[O-].[Na+]. The catalyst is CO. The product is [CH3:32][O:31][C:29](=[O:30])[C:28]1[CH:33]=[CH:34][C:25]([CH2:24][N:13]([C@H:6]([C:7]2[CH:8]=[CH:9][CH:10]=[CH:11][CH:12]=2)[CH2:5][OH:4])[S:14]([C:17]2[CH:22]=[CH:21][C:20]([Cl:23])=[CH:19][CH:18]=2)(=[O:16])=[O:15])=[CH:26][CH:27]=1. The yield is 0.670. (3) The reactants are [CH3:1][N:2]1[N:18]=[CH:17][C:16]2[NH:15][C:14](=[O:19])[C@H:13]([CH3:20])[CH2:12][CH2:11][CH2:10][C@H:9]([NH:21]C(=O)OC(C)(C)C)[C:8]3[N:29]=[C:4]([CH:5]=[CH:6][CH:7]=3)[C:3]1=2.C(O)(C(F)(F)F)=O. The catalyst is C(Cl)Cl. The product is [NH2:21][C@@H:9]1[C:8]2[N:29]=[C:4]([CH:5]=[CH:6][CH:7]=2)[C:3]2[N:2]([CH3:1])[N:18]=[CH:17][C:16]=2[NH:15][C:14](=[O:19])[C@H:13]([CH3:20])[CH2:12][CH2:11][CH2:10]1. The yield is 0.570.